Dataset: Full USPTO retrosynthesis dataset with 1.9M reactions from patents (1976-2016). Task: Predict the reactants needed to synthesize the given product. Given the product [Si:1]([O:8][CH2:9][C:10]1[N:15]=[C:14]([CH3:16])[N:13]=[C:12]([C:17]([NH:36][CH2:35][C:34]2[CH:37]=[CH:38][C:31]([F:30])=[C:32]([O:39][CH3:40])[CH:33]=2)=[O:19])[CH:11]=1)([C:4]([CH3:5])([CH3:6])[CH3:7])([CH3:2])[CH3:3], predict the reactants needed to synthesize it. The reactants are: [Si:1]([O:8][CH2:9][C:10]1[N:15]=[C:14]([CH3:16])[N:13]=[C:12]([C:17]([O:19]C)=O)[CH:11]=1)([C:4]([CH3:7])([CH3:6])[CH3:5])([CH3:3])[CH3:2].CCN(C(C)C)C(C)C.[F:30][C:31]1[CH:38]=[CH:37][C:34]([CH2:35][NH2:36])=[CH:33][C:32]=1[O:39][CH3:40].